This data is from Catalyst prediction with 721,799 reactions and 888 catalyst types from USPTO. The task is: Predict which catalyst facilitates the given reaction. (1) Reactant: [Cl:1][C:2]1[CH:3]=[C:4]([CH:8]=[C:9]([Cl:11])[N:10]=1)[C:5]([OH:7])=O.[CH:12]1([NH2:15])[CH2:14][CH2:13]1.CCN(C(C)C)C(C)C.F[P-](F)(F)(F)(F)F.N1(OC(N(C)C)=[N+](C)C)C2N=CC=CC=2N=N1. Product: [Cl:11][C:9]1[CH:8]=[C:4]([CH:3]=[C:2]([Cl:1])[N:10]=1)[C:5]([NH:15][CH:12]1[CH2:14][CH2:13]1)=[O:7]. The catalyst class is: 3. (2) Reactant: [CH2:1]([O:3][C:4]([C@@:6]1([NH:11][C:12]([C@@H:14]2[CH2:18][C@@H:17]([O:19][C:20]3[C:29]4[C:24](=[CH:25][C:26]([O:30][CH3:31])=[CH:27][CH:28]=4)[N:23]=[C:22]([C:32]4[N:33]=[C:34]([NH:37][CH:38]([CH3:40])[CH3:39])[S:35][CH:36]=4)[CH:21]=3)[CH2:16][C@H:15]2[C:41]([O:43]C(C)(C)C)=[O:42])=[O:13])[CH2:8][CH:7]1[CH:9]=[CH2:10])=[O:5])[CH3:2].C(O)(C(F)(F)F)=O.[SiH](CC)(CC)CC. The catalyst class is: 2. Product: [CH2:1]([O:3][C:4]([C@@:6]1([NH:11][C:12]([C@@H:14]2[CH2:18][C@@H:17]([O:19][C:20]3[C:29]4[C:24](=[CH:25][C:26]([O:30][CH3:31])=[CH:27][CH:28]=4)[N:23]=[C:22]([C:32]4[N:33]=[C:34]([NH:37][CH:38]([CH3:40])[CH3:39])[S:35][CH:36]=4)[CH:21]=3)[CH2:16][C@H:15]2[C:41]([OH:43])=[O:42])=[O:13])[CH2:8][CH:7]1[CH:9]=[CH2:10])=[O:5])[CH3:2].